This data is from Full USPTO retrosynthesis dataset with 1.9M reactions from patents (1976-2016). The task is: Predict the reactants needed to synthesize the given product. (1) Given the product [Br:38][CH2:1][CH2:2][CH2:3][CH2:4][CH2:5][CH2:6][CH2:7][CH2:8][CH:9]=[CH2:10], predict the reactants needed to synthesize it. The reactants are: [CH2:1](O)[CH2:2][CH2:3][CH2:4][CH2:5][CH2:6][CH2:7][CH2:8][CH:9]=[CH2:10].C1(P(C2C=CC=CC=2)C2C=CC=CC=2)C=CC=CC=1.C1C(=O)N([Br:38])C(=O)C1. (2) Given the product [ClH:1].[Cl:1][C:2]1[CH:3]=[CH:4][C:5]2[N:9]=[C:8]([C@@H:10]3[CH2:14][C@H:13]([F:15])[CH2:12][NH:11]3)[NH:7][C:6]=2[C:23]=1[CH3:24], predict the reactants needed to synthesize it. The reactants are: [Cl:1][C:2]1[CH:3]=[CH:4][C:5]2[N:9]=[C:8]([C@@H:10]3[CH2:14][C@H:13]([F:15])[CH2:12][N:11]3C(OC(C)(C)C)=O)[NH:7][C:6]=2[C:23]=1[CH3:24].Cl.CO. (3) Given the product [CH2:15]([N:6]1[CH:7]=[C:2]([I:1])[CH:3]=[CH:4][C:5]1=[O:8])[C:16]1[CH:21]=[CH:20][CH:19]=[CH:18][CH:17]=1, predict the reactants needed to synthesize it. The reactants are: [I:1][C:2]1[CH:3]=[CH:4][C:5]([OH:8])=[N:6][CH:7]=1.C(=O)([O-])[O-].[K+].[K+].[CH2:15](Br)[C:16]1[CH:21]=[CH:20][CH:19]=[CH:18][CH:17]=1. (4) Given the product [NH2:23][C:8]1[CH:7]=[C:6]([C:4]([N:3]([CH2:1][CH3:2])[CH2:26][CH3:27])=[O:5])[CH:22]=[CH:21][C:9]=1[NH:10][CH2:11][CH2:12][NH:13][C:14](=[O:20])[O:15][C:16]([CH3:17])([CH3:18])[CH3:19], predict the reactants needed to synthesize it. The reactants are: [CH2:1]([N:3]([CH2:26][CH3:27])[C:4]([C:6]1[CH:22]=[CH:21][C:9]([NH:10][CH2:11][CH2:12][NH:13][C:14](=[O:20])[O:15][C:16]([CH3:19])([CH3:18])[CH3:17])=[C:8]([N+:23]([O-])=O)[CH:7]=1)=[O:5])[CH3:2].